This data is from Forward reaction prediction with 1.9M reactions from USPTO patents (1976-2016). The task is: Predict the product of the given reaction. (1) The product is: [C:1]1([CH2:7][CH:8]([NH:16][C:17]2[CH:18]=[CH:19][C:20]([C:23]([OH:32])([C:24]([F:25])([F:26])[F:27])[C:28]([F:29])([F:30])[F:31])=[CH:21][CH:22]=2)[C:14]#[N:15])[CH:2]=[CH:3][CH:4]=[CH:5][CH:6]=1. Given the reactants [C:1]1([CH2:7][CH:8]=O)[CH:6]=[CH:5][CH:4]=[CH:3][CH:2]=1.C[Si]([C:14]#[N:15])(C)C.[NH2:16][C:17]1[CH:22]=[CH:21][C:20]([C:23]([OH:32])([C:28]([F:31])([F:30])[F:29])[C:24]([F:27])([F:26])[F:25])=[CH:19][CH:18]=1, predict the reaction product. (2) Given the reactants N1C2CCCC(=O)C=2C=C1.C(OCC)(=O)CC(C)=O.P([O-])(O)(O)=O.[Na+].O=P12OP3(OP(OP(O3)(O1)=O)(=O)O2)=O.[CH3:40][C:41]1[NH:42][C:43]2[C:44](=[O:55])[CH2:45][CH2:46][CH2:47][C:48]=2[C:49]=1[C:50]([O:52]CC)=[O:51], predict the reaction product. The product is: [CH3:40][C:41]1[NH:42][C:43]2[C:44](=[O:55])[CH2:45][CH2:46][CH2:47][C:48]=2[C:49]=1[C:50]([OH:52])=[O:51]. (3) Given the reactants Cl[C:2]1[N:9]=[C:8]([C:10]2[CH:15]=[CH:14][C:13]([F:16])=[CH:12][CH:11]=2)[CH:7]=[C:6]([C:17]([F:20])([F:19])[F:18])[C:3]=1[C:4]#[N:5].O.[NH2:22][NH2:23].O, predict the reaction product. The product is: [F:16][C:13]1[CH:12]=[CH:11][C:10]([C:8]2[N:9]=[C:2]3[NH:22][N:23]=[C:4]([NH2:5])[C:3]3=[C:6]([C:17]([F:20])([F:18])[F:19])[CH:7]=2)=[CH:15][CH:14]=1. (4) Given the reactants [CH3:1][O:2][C:3](=[O:14])[C:4]1[CH:9]=[CH:8][C:7]([C:10]([NH:12][NH2:13])=[O:11])=[CH:6][CH:5]=1.CCN=C=NCCCN(C)C.Cl.C1C=CC2N(O)N=NC=2C=1.C(N(CC)CC)C.[C:44]([NH:47][CH2:48][C:49](O)=[O:50])(=[O:46])[CH3:45], predict the reaction product. The product is: [CH3:1][O:2][C:3](=[O:14])[C:4]1[CH:5]=[CH:6][C:7]([C:10]([NH:12][NH:13][C:49](=[O:50])[CH2:48][NH:47][C:44](=[O:46])[CH3:45])=[O:11])=[CH:8][CH:9]=1.